Predict the reaction yield, written as a fraction of the theoretical maximum amount of product (1.0 means a 100% yield; for example, 0.34 means a 34% yield). From a dataset of Reaction yield outcomes from USPTO patents with 853,638 reactions. The reactants are [CH2:1]([O:3][P:4]([NH:9][C@H:10]1[C@H:15]([CH3:16])[CH2:14][CH2:13][N:12](C(OCC2C=CC=CC=2)=O)[CH2:11]1)([O:6][CH2:7][CH3:8])=[O:5])[CH3:2].[H][H]. The catalyst is CO.[Pd]. The product is [CH3:16][C@@H:15]1[CH2:14][CH2:13][NH:12][CH2:11][C@H:10]1[NH:9][P:4](=[O:5])([O:6][CH2:7][CH3:8])[O:3][CH2:1][CH3:2]. The yield is 1.00.